Task: Predict the product of the given reaction.. Dataset: Forward reaction prediction with 1.9M reactions from USPTO patents (1976-2016) The product is: [CH2:13]([O:12][C:10]([NH:9][C@H:4]([CH2:3][NH:2][C:31](=[O:32])[CH2:30][CH2:29][CH2:28][Cl:27])[C:5]([O:7][CH3:8])=[O:6])=[O:11])[C:14]1[CH:15]=[CH:16][CH:17]=[CH:18][CH:19]=1. Given the reactants Cl.[NH2:2][CH2:3][C@@H:4]([NH:9][C:10]([O:12][CH2:13][C:14]1[CH:19]=[CH:18][CH:17]=[CH:16][CH:15]=1)=[O:11])[C:5]([O:7][CH3:8])=[O:6].CCN(CC)CC.[Cl:27][CH2:28][CH2:29][CH2:30][C:31](Cl)=[O:32], predict the reaction product.